This data is from Forward reaction prediction with 1.9M reactions from USPTO patents (1976-2016). The task is: Predict the product of the given reaction. Given the reactants [NH2:1][C:2]1[C:3]([NH:13][CH2:14][CH2:15][CH2:16][OH:17])=[C:4]([CH:9]=[CH:10][C:11]=1[Cl:12])[C:5]([O:7][CH3:8])=[O:6].[Br:18][C:19]1[CH:24]=[CH:23][C:22]([N:25]=[C:26]=S)=[C:21]([Cl:28])[CH:20]=1.NC(N)=S.Cl.C(N=C=NCCCN(C)C)C.C(N(CC)CC)C, predict the reaction product. The product is: [Br:18][C:19]1[CH:24]=[CH:23][C:22]([NH:25][C:26]2[N:13]([CH2:14][CH2:15][CH2:16][OH:17])[C:3]3[C:4]([C:5]([O:7][CH3:8])=[O:6])=[CH:9][CH:10]=[C:11]([Cl:12])[C:2]=3[N:1]=2)=[C:21]([Cl:28])[CH:20]=1.